From a dataset of Full USPTO retrosynthesis dataset with 1.9M reactions from patents (1976-2016). Predict the reactants needed to synthesize the given product. (1) Given the product [F:1][C:2]1[CH:3]=[C:4]([CH:8]=[C:9]([C:11]([F:14])([F:13])[F:12])[CH:10]=1)[C:5]([N:28]1[CH2:27][CH2:26][C:25]2([N:21]([C:15]3[CH:20]=[CH:19][CH:18]=[CH:17][CH:16]=3)[CH2:22][NH:23][C:24]2=[O:31])[CH2:30][CH2:29]1)=[O:6], predict the reactants needed to synthesize it. The reactants are: [F:1][C:2]1[CH:3]=[C:4]([CH:8]=[C:9]([C:11]([F:14])([F:13])[F:12])[CH:10]=1)[C:5](Cl)=[O:6].[C:15]1([N:21]2[C:25]3([CH2:30][CH2:29][NH:28][CH2:27][CH2:26]3)[C:24](=[O:31])[NH:23][CH2:22]2)[CH:20]=[CH:19][CH:18]=[CH:17][CH:16]=1. (2) Given the product [CH2:20]([O:19][C:3]1[C:4]([CH3:18])=[C:5]([CH3:17])[C:6]([O:9][CH2:10][C:11]2[CH:16]=[CH:15][CH:14]=[CH:13][CH:12]=2)=[C:7]([CH3:8])[C:2]=1[CH:35]=[O:36])[C:21]1[CH:26]=[CH:25][CH:24]=[CH:23][CH:22]=1, predict the reactants needed to synthesize it. The reactants are: Br[C:2]1[C:7]([CH3:8])=[C:6]([O:9][CH2:10][C:11]2[CH:16]=[CH:15][CH:14]=[CH:13][CH:12]=2)[C:5]([CH3:17])=[C:4]([CH3:18])[C:3]=1[O:19][CH2:20][C:21]1[CH:26]=[CH:25][CH:24]=[CH:23][CH:22]=1.[Li]CCCC.CN([CH:35]=[O:36])C.[NH4+].[Cl-]. (3) Given the product [Cl:11][CH2:12][CH2:13][N:4]1[CH2:5][CH:6]([CH3:10])[S:7](=[O:9])(=[O:8])[CH:2]([CH3:1])[CH2:3]1, predict the reactants needed to synthesize it. The reactants are: [CH3:1][CH:2]1[S:7](=[O:9])(=[O:8])[CH:6]([CH3:10])[CH2:5][NH:4][CH2:3]1.[Cl:11][CH2:12][CH:13]=O. (4) Given the product [C:18]([O:21][CH2:22][CH2:23][O:11][C:6]1[C:3]([CH:4]=[O:5])=[C:2]([F:1])[C:9]([F:10])=[CH:8][CH:7]=1)(=[O:20])[CH3:19], predict the reactants needed to synthesize it. The reactants are: [F:1][C:2]1[C:9]([F:10])=[CH:8][CH:7]=[C:6]([OH:11])[C:3]=1[CH:4]=[O:5].C(=O)([O-])[O-].[K+].[K+].[C:18]([O:21][CH2:22][CH2:23]Br)(=[O:20])[CH3:19].[I-].[Na+]. (5) Given the product [OH:30][C:10]1[C:9]([C:7]([NH:6][CH2:5][C:4]2[CH:36]=[CH:35][N:34]=[CH:45][CH:46]=2)=[O:8])=[C:14]([OH:15])[N:13]([CH2:16][C:17]2[CH:22]=[CH:21][CH:20]=[CH:19][C:18]=2[O:23][CH3:24])[C:12](=[O:25])[C:11]=1[C:26]([NH:63][CH2:66][C:67]([OH:69])=[O:68])=[O:27], predict the reactants needed to synthesize it. The reactants are: C(O[C:4](=O)[CH2:5][NH:6][C:7]([C:9]1[C:14](=[O:15])[N:13]([CH2:16][C:17]2[CH:22]=[CH:21][CH:20]=[CH:19][C:18]=2[O:23][CH3:24])[C:12]([OH:25])=[C:11]([C:26](OC)=[O:27])[C:10]=1[OH:30])=[O:8])C.OC1[N:34]([CH2:45][C:46]2C=CC=CC=2OC)[C:35](=O)[CH:36]=C(O)C=1C(OC)=O.C(N(CC)C(C)C)(C)C.[N:63]([CH2:66][C:67]([O:69]CC)=[O:68])=C=O. (6) Given the product [CH2:33]([N:21]1[CH:22]=[C:23]([C:25]2[CH:30]=[CH:29][C:28]([Cl:31])=[CH:27][C:26]=2[Cl:32])[N:24]=[C:20]1[C@@H:19]([NH:37][C:44](=[O:45])[C:43]1[CH:47]=[CH:48][CH:49]=[C:41]([C:39]#[N:40])[CH:42]=1)[CH2:18][C:15]1[CH:16]=[CH:17][C:12]([O:11][C:8]2[CH:9]=[CH:10][C:5]([C:4]([OH:38])=[O:3])=[CH:6][CH:7]=2)=[CH:13][CH:14]=1)[CH2:34][CH2:35][CH3:36], predict the reactants needed to synthesize it. The reactants are: Cl.C[O:3][C:4](=[O:38])[C:5]1[CH:10]=[CH:9][C:8]([O:11][C:12]2[CH:17]=[CH:16][C:15]([CH2:18][C@H:19]([NH2:37])[C:20]3[N:21]([CH2:33][CH2:34][CH2:35][CH3:36])[CH:22]=[C:23]([C:25]4[CH:30]=[CH:29][C:28]([Cl:31])=[CH:27][C:26]=4[Cl:32])[N:24]=3)=[CH:14][CH:13]=2)=[CH:7][CH:6]=1.[C:39]([C:41]1[CH:42]=[C:43]([CH:47]=[CH:48][CH:49]=1)[C:44](Cl)=[O:45])#[N:40]. (7) Given the product [NH:12]1[C:16]2[CH:17]=[CH:18][C:19](/[CH:21]=[C:5]3/[C:6](=[O:11])[NH:7][C:8]4[C:4]/3=[CH:3][C:2]([NH2:1])=[CH:10][CH:9]=4)=[CH:20][C:15]=2[N:14]=[N:13]1, predict the reactants needed to synthesize it. The reactants are: [NH2:1][C:2]1[CH:3]=[C:4]2[C:8](=[CH:9][CH:10]=1)[NH:7][C:6](=[O:11])[CH2:5]2.[NH:12]1[C:16]2[CH:17]=[CH:18][C:19]([CH:21]=O)=[CH:20][C:15]=2[N:14]=[N:13]1.N1CCCCC1.